From a dataset of Peptide-MHC class II binding affinity with 134,281 pairs from IEDB. Regression. Given a peptide amino acid sequence and an MHC pseudo amino acid sequence, predict their binding affinity value. This is MHC class II binding data. The peptide sequence is VNSVLLFLAFVVFLL. The MHC is DRB1_0101 with pseudo-sequence DRB1_0101. The binding affinity (normalized) is 0.342.